Predict the reaction yield, written as a fraction of the theoretical maximum amount of product (1.0 means a 100% yield; for example, 0.34 means a 34% yield). From a dataset of Reaction yield outcomes from USPTO patents with 853,638 reactions. The reactants are [CH:1]1([NH:6][C:7]2[N:12]3[N:13]=[C:14]([C:19]4[CH:24]=[CH:23][C:22]([F:25])=[CH:21][CH:20]=4)[C:15]([C:16](=[O:18])[CH3:17])=[C:11]3[CH:10]=[CH:9][CH:8]=2)[CH2:5][CH2:4][CH2:3][CH2:2]1.C(OC(=O)C)C.O.CO[CH:35](OC)[N:36]([CH3:38])[CH3:37]. No catalyst specified. The product is [CH:1]1([NH:6][C:7]2[N:12]3[N:13]=[C:14]([C:19]4[CH:20]=[CH:21][C:22]([F:25])=[CH:23][CH:24]=4)[C:15]([C:16](=[O:18])/[CH:17]=[CH:35]/[N:36]([CH3:38])[CH3:37])=[C:11]3[CH:10]=[CH:9][CH:8]=2)[CH2:2][CH2:3][CH2:4][CH2:5]1. The yield is 0.990.